Predict the reaction yield, written as a fraction of the theoretical maximum amount of product (1.0 means a 100% yield; for example, 0.34 means a 34% yield). From a dataset of Reaction yield outcomes from USPTO patents with 853,638 reactions. (1) The reactants are [CH2:1]([N:3]1[CH:11]=[C:10]2[C:5]([CH:6]=[C:7]([C:24]([O:26][CH2:27][CH3:28])=[O:25])[CH:8]=[C:9]2[O:12][C:13]2[CH:18]=[N:17][C:16]([NH:19][S:20]([CH3:23])(=[O:22])=[O:21])=[CH:15][N:14]=2)=[N:4]1)[CH3:2].[H-].[Na+].[CH3:31]I. The catalyst is CN(C)C=O.C(OCC)(=O)C. The product is [CH2:1]([N:3]1[CH:11]=[C:10]2[C:5]([CH:6]=[C:7]([C:24]([O:26][CH2:27][CH3:28])=[O:25])[CH:8]=[C:9]2[O:12][C:13]2[CH:18]=[N:17][C:16]([N:19]([CH3:31])[S:20]([CH3:23])(=[O:22])=[O:21])=[CH:15][N:14]=2)=[N:4]1)[CH3:2]. The yield is 0.840. (2) The reactants are Cl[C:2]1[C:3]([C:12]([F:15])([F:14])[F:13])=[CH:4][C:5]([N+:9]([O-:11])=[O:10])=[C:6]([NH2:8])[CH:7]=1.C([O-])([O-])=O.[K+].[K+].[Cl:22][C:23]1[CH:24]=[C:25]([OH:30])[CH:26]=[CH:27][C:28]=1[Cl:29]. The catalyst is CC(N(C)C)=O. The product is [Cl:22][C:23]1[CH:24]=[C:25]([CH:26]=[CH:27][C:28]=1[Cl:29])[O:30][C:2]1[C:3]([C:12]([F:15])([F:14])[F:13])=[CH:4][C:5]([N+:9]([O-:11])=[O:10])=[C:6]([NH2:8])[CH:7]=1. The yield is 0.990. (3) The reactants are [N+:1]([C:4]1[CH:9]=[CH:8][CH:7]=[CH:6][C:5]=1[C:10]1[N:11]=[C:12]2[N:17]=[CH:16][CH:15]=[CH:14][N:13]2[CH:18]=1)([O-])=O. The catalyst is CO. The product is [N:11]1[C:10]([C:5]2[CH:6]=[CH:7][CH:8]=[CH:9][C:4]=2[NH2:1])=[CH:18][N:13]2[CH:14]=[CH:15][CH:16]=[N:17][C:12]=12. The yield is 0.760. (4) The reactants are [Cl:1][C:2]1[CH:3]=[CH:4][C:5]([O:25][CH3:26])=[C:6]([NH:8][C:9](=[O:24])[CH2:10][N:11]2[C:15]3[CH2:16][NH:17][CH2:18][CH2:19][C:14]=3[C:13]([C:20]([F:23])([F:22])[F:21])=[N:12]2)[CH:7]=1.Br[CH2:28][C:29]([O:31][CH2:32][CH3:33])=[O:30].C(=O)([O-])[O-].[K+].[K+]. The catalyst is CC(C)=O. The product is [Cl:1][C:2]1[CH:3]=[CH:4][C:5]([O:25][CH3:26])=[C:6]([NH:8][C:9](=[O:24])[CH2:10][N:11]2[C:15]3[CH2:16][N:17]([CH2:28][C:29]([O:31][CH2:32][CH3:33])=[O:30])[CH2:18][CH2:19][C:14]=3[C:13]([C:20]([F:23])([F:22])[F:21])=[N:12]2)[CH:7]=1. The yield is 0.750. (5) The reactants are [C:1]1([CH2:7][O:8][C:9]2[CH:10]=[C:11]3[C:15](=[CH:16][CH:17]=2)[NH:14][C:13]([C:18]([O:20][CH2:21][CH3:22])=[O:19])=[CH:12]3)[CH:6]=[CH:5][CH:4]=[CH:3][CH:2]=1.C([O-])([O-])=O.[Cs+].[Cs+].FC(F)(F)S(O[CH2:35][C:36]([F:39])([F:38])[F:37])(=O)=O. The catalyst is CC#N.CN(C=O)C. The product is [C:1]1([CH2:7][O:8][C:9]2[CH:10]=[C:11]3[C:15](=[CH:16][CH:17]=2)[N:14]([CH2:35][C:36]([F:39])([F:38])[F:37])[C:13]([C:18]([O:20][CH2:21][CH3:22])=[O:19])=[CH:12]3)[CH:6]=[CH:5][CH:4]=[CH:3][CH:2]=1. The yield is 0.610. (6) The reactants are [NH2:1][C@H:2]([C:4]1[N:13]([C:14]2[CH:19]=[CH:18][CH:17]=[CH:16][CH:15]=2)[C:12](=[O:20])[C:11]2[C:6](=[CH:7][CH:8]=[CH:9][C:10]=2[F:21])[N:5]=1)[CH3:3].Cl[C:23]1[N:28]=[CH:27][N:26]=[C:25]([NH2:29])[C:24]=1[C:30]1[O:34][N:33]=[C:32]([CH3:35])[N:31]=1.CCN(C(C)C)C(C)C. The catalyst is CCCCO. The product is [NH2:29][C:25]1[N:26]=[CH:27][N:28]=[C:23]([NH:1][C@H:2]([C:4]2[N:13]([C:14]3[CH:15]=[CH:16][CH:17]=[CH:18][CH:19]=3)[C:12](=[O:20])[C:11]3[C:6](=[CH:7][CH:8]=[CH:9][C:10]=3[F:21])[N:5]=2)[CH3:3])[C:24]=1[C:30]1[O:34][N:33]=[C:32]([CH3:35])[N:31]=1. The yield is 0.670.